This data is from Full USPTO retrosynthesis dataset with 1.9M reactions from patents (1976-2016). The task is: Predict the reactants needed to synthesize the given product. (1) Given the product [C:16]([O:19][C:20]([N:1]1[CH2:5][CH2:4][CH2:3][C@H:2]1[C:6]([OH:8])=[O:7])=[O:21])([CH3:18])([CH3:17])[CH3:15], predict the reactants needed to synthesize it. The reactants are: [NH:1]1[CH2:5][CH2:4][CH2:3][C@H:2]1[C:6]([OH:8])=[O:7].C([O-])([O-])=O.[Na+].[Na+].[CH3:15][C:16]([O:19][C:20](O[C:20]([O:19][C:16]([CH3:18])([CH3:17])[CH3:15])=[O:21])=[O:21])([CH3:18])[CH3:17]. (2) Given the product [CH3:1][O:2][C:3]1[CH:4]=[C:5]([N:12]2[CH2:13][CH2:14][N:15]([CH:18]3[CH2:23][CH2:22][NH:21][CH2:20][CH2:19]3)[CH2:16][CH2:17]2)[CH:6]=[CH:7][C:8]=1[N+:9]([O-:11])=[O:10], predict the reactants needed to synthesize it. The reactants are: [CH3:1][O:2][C:3]1[CH:4]=[C:5]([N:12]2[CH2:17][CH2:16][N:15]([CH:18]3[CH2:23][CH2:22][N:21](C(OC(C)(C)C)=O)[CH2:20][CH2:19]3)[CH2:14][CH2:13]2)[CH:6]=[CH:7][C:8]=1[N+:9]([O-:11])=[O:10].C(O)(C(F)(F)F)=O. (3) The reactants are: [Si]([O:8][CH2:9][CH2:10][N:11]1[CH2:17][CH2:16][CH2:15][CH2:14][C@H:13]([NH:18]C(=O)OC(C)(C)C)[C:12]1=[O:26])(C(C)(C)C)(C)C.[ClH:27].O1CCOCC1. Given the product [ClH:27].[NH2:18][C@H:13]1[CH2:14][CH2:15][CH2:16][CH2:17][N:11]([CH2:10][CH2:9][OH:8])[C:12]1=[O:26], predict the reactants needed to synthesize it.